This data is from Full USPTO retrosynthesis dataset with 1.9M reactions from patents (1976-2016). The task is: Predict the reactants needed to synthesize the given product. (1) Given the product [NH2:18][C:19]1[N:20]=[CH:21][C:22]([C:10]2[CH:11]=[CH:12][C:7]([S:4]([N:3]([CH2:1][CH3:2])[CH3:17])(=[O:6])=[O:5])=[CH:8][N:9]=2)=[CH:23][C:24]=1[C:25]1[CH:26]=[C:27]2[C:32](=[CH:33][CH:34]=1)[C:31](=[O:35])[NH:30][CH2:29][CH2:28]2, predict the reactants needed to synthesize it. The reactants are: [CH2:1]([N:3]([CH3:17])[S:4]([C:7]1[CH:8]=[N:9][C:10]([Sn](C)(C)C)=[CH:11][CH:12]=1)(=[O:6])=[O:5])[CH3:2].[NH2:18][C:19]1[C:24]([C:25]2[CH:26]=[C:27]3[C:32](=[CH:33][CH:34]=2)[C:31](=[O:35])[NH:30][CH2:29][CH2:28]3)=[CH:23][C:22](Br)=[CH:21][N:20]=1. (2) Given the product [NH2:11][C@@H:3]([CH2:4][C:5]1[CH:6]=[CH:7][CH:8]=[CH:9][CH:10]=1)[C:2]([N:19]1[CH2:31][C:30]2[NH:29][C:28]3[CH:27]=[CH:26][CH:25]=[C:24]4[C:32](=[O:35])[NH:33][N:34]=[C:21]([C:22]=2[C:23]=34)[CH2:20]1)=[O:1], predict the reactants needed to synthesize it. The reactants are: [O:1]=[C:2]([N:19]1[CH2:31][C:30]2[NH:29][C:28]3[CH:27]=[CH:26][CH:25]=[C:24]4[C:32](=[O:35])[NH:33][N:34]=[C:21]([C:22]=2[C:23]=34)[CH2:20]1)[C@@H:3]([NH:11]C(=O)OC(C)(C)C)[CH2:4][C:5]1[CH:10]=[CH:9][CH:8]=[CH:7][CH:6]=1.Cl.NC(C)(C)C(N1CC2NC3C=CC=C4C(=O)NN=C(C=2C=34)C1)=O. (3) The reactants are: [Cl:1][C:2]1[CH:3]=[C:4]([CH:8]([CH3:21])[CH2:9]C2C=CC=C3C(NC(=O)C=23)=O)[CH:5]=[CH:6][CH:7]=1.O.[NH2:23]N. Given the product [Cl:1][C:2]1[CH:3]=[C:4]([CH:8]([CH3:21])[CH2:9][NH2:23])[CH:5]=[CH:6][CH:7]=1, predict the reactants needed to synthesize it. (4) Given the product [Cl:1]([OH:5])(=[O:4])(=[O:3])=[O:2].[F:6][C:7]1[CH:12]=[CH:11][C:10]([C@@H:13]([N:15]2[CH2:20][CH2:19][CH2:18]/[C:17](=[CH:21]\[C:22]3[CH:27]=[CH:26][C:25]([N:28]4[CH:32]=[C:31]([CH3:33])[N:30]=[CH:29]4)=[C:24]([O:34][CH3:35])[CH:23]=3)/[C:16]2=[O:36])[CH3:14])=[CH:9][CH:8]=1, predict the reactants needed to synthesize it. The reactants are: [Cl:1]([OH:5])(=[O:4])(=[O:3])=[O:2].[F:6][C:7]1[CH:12]=[CH:11][C:10]([C@@H:13]([N:15]2[CH2:20][CH2:19][CH2:18]/[C:17](=[CH:21]\[C:22]3[CH:27]=[CH:26][C:25]([N:28]4[CH:32]=[C:31]([CH3:33])[N:30]=[CH:29]4)=[C:24]([O:34][CH3:35])[CH:23]=3)/[C:16]2=[O:36])[CH3:14])=[CH:9][CH:8]=1. (5) Given the product [F:1][C:2]([F:20])([C:8]1[CH:13]=[CH:12][C:11]([O:14][CH3:15])=[CH:10][C:9]=1[C:16]([F:17])([F:19])[F:18])[C:3]([OH:5])=[O:4], predict the reactants needed to synthesize it. The reactants are: [F:1][C:2]([F:20])([C:8]1[CH:13]=[CH:12][C:11]([O:14][CH3:15])=[CH:10][C:9]=1[C:16]([F:19])([F:18])[F:17])[C:3]([O:5]CC)=[O:4].O.[OH-].[Li+].